Dataset: Forward reaction prediction with 1.9M reactions from USPTO patents (1976-2016). Task: Predict the product of the given reaction. (1) Given the reactants [C:1]([C:3]1[CH:8]=[CH:7][C:6]([CH:9]2[CH2:12][N:11]([C:13]([C:15]3[CH:16]=[CH:17][C:18]([CH3:38])=[C:19]([C:21]4[NH:25][C:24]([CH:26]5[CH2:29][N:28](C(OC(C)(C)C)=O)[CH2:27]5)=[N:23][C:22]=4[CH3:37])[CH:20]=3)=[O:14])[CH2:10]2)=[CH:5][CH:4]=1)#[N:2].Cl, predict the reaction product. The product is: [NH:28]1[CH2:29][CH:26]([C:24]2[NH:25][C:21]([C:19]3[CH:20]=[C:15]([CH:16]=[CH:17][C:18]=3[CH3:38])[C:13]([N:11]3[CH2:10][CH:9]([C:6]4[CH:7]=[CH:8][C:3]([C:1]#[N:2])=[CH:4][CH:5]=4)[CH2:12]3)=[O:14])=[C:22]([CH3:37])[N:23]=2)[CH2:27]1. (2) Given the reactants [CH3:1][N:2]1[C:6]([CH:7]([C:9]2[N:13]([CH3:14])[CH:12]=[N:11][CH:10]=2)[OH:8])=[CH:5][N:4]=[N:3]1, predict the reaction product. The product is: [CH3:1][N:2]1[C:6]([C:7]([C:9]2[N:13]([CH3:14])[CH:12]=[N:11][CH:10]=2)=[O:8])=[CH:5][N:4]=[N:3]1. (3) Given the reactants C(N(CC)C(C)C)(C)C.Br[C:11]1[S:12][CH:13]=[C:14]([Br:16])[N:15]=1.[NH:17]1[CH2:22][CH2:21][O:20][CH2:19][CH2:18]1, predict the reaction product. The product is: [Br:16][C:14]1[N:15]=[C:11]([N:17]2[CH2:22][CH2:21][O:20][CH2:19][CH2:18]2)[S:12][CH:13]=1. (4) The product is: [CH3:16][C:17]1[CH:22]=[CH:21][CH:20]=[CH:19][C:18]=1[NH:23][C:24](=[O:25])[NH:11][C:10]1[CH:9]=[CH:8][C:5]([CH2:6][OH:7])=[CH:4][C:3]=1[O:2][CH3:1]. Given the reactants [CH3:1][O:2][C:3]1[CH:4]=[C:5]([CH:8]=[CH:9][C:10]=1[N+:11]([O-])=O)[CH2:6][OH:7].[H][H].[CH3:16][C:17]1[CH:22]=[CH:21][CH:20]=[CH:19][C:18]=1[N:23]=[C:24]=[O:25], predict the reaction product. (5) Given the reactants [NH2:1][C:2]1[C:7]([CH2:8][C:9]2[CH:14]=[CH:13][CH:12]=[CH:11][CH:10]=2)=[N:6][C:5]([C:15]2[CH:20]=[CH:19][C:18]([O:21][CH3:22])=[CH:17][CH:16]=2)=[CH:4][N:3]=1.C(N([CH2:28][CH3:29])CC)C.[CH2:30]([S:37](Cl)(=[O:39])=[O:38])[C:31]1[CH:36]=[CH:35][CH:34]=[CH:33][CH:32]=1.Cl, predict the reaction product. The product is: [CH2:8]([C:7]1[C:2]([N:1]([S:37]([CH2:30][C:29]2[CH:28]=[CH:33][CH:32]=[CH:31][CH:36]=2)(=[O:39])=[O:38])[S:37]([CH2:30][C:31]2[CH:36]=[CH:35][CH:34]=[CH:33][CH:32]=2)(=[O:39])=[O:38])=[N:3][CH:4]=[C:5]([C:15]2[CH:16]=[CH:17][C:18]([O:21][CH3:22])=[CH:19][CH:20]=2)[N:6]=1)[C:9]1[CH:10]=[CH:11][CH:12]=[CH:13][CH:14]=1. (6) Given the reactants [Cl:1][C:2]1[CH:9]=[CH:8][CH:7]=[C:6]([Cl:10])[C:3]=1[CH:4]=O.C[C:12]([CH3:15])([O-:14])C.[K+].[Cl-].[NH4+].C1C[O:22][CH2:21][CH2:20]1, predict the reaction product. The product is: [Cl:1][C:2]1[CH:9]=[CH:8][CH:7]=[C:6]([Cl:10])[C:3]=1[CH:4]=[CH:20][C:21]([O:14][CH2:12][CH3:15])=[O:22]. (7) The product is: [Cl:1][C:2]1[CH:3]=[CH:4][C:5]([NH:18][CH2:19][CH:20]2[CH2:25][CH2:24][N:23]([CH:26]3[CH2:30][CH2:29][CH2:28][CH2:27]3)[CH2:22][CH2:21]2)=[C:6]([CH:17]=1)[C:7]([NH:9][C:10]1[CH:15]=[CH:14][C:13]([CH3:16])=[CH:12][N:11]=1)=[O:8]. Given the reactants [Cl:1][C:2]1[CH:3]=[CH:4][C:5]([NH:18][CH2:19][CH:20]2[CH2:25][CH2:24][NH:23][CH2:22][CH2:21]2)=[C:6]([CH:17]=1)[C:7]([NH:9][C:10]1[CH:15]=[CH:14][C:13]([CH3:16])=[CH:12][N:11]=1)=[O:8].[C:26]1(=O)[CH2:30][CH2:29][CH2:28][CH2:27]1.C([BH3-])#N.[Na+], predict the reaction product. (8) Given the reactants [NH:1]1[CH2:5][CH2:4][C@@H:3]([NH:6][C:7]2[C:8]3[CH:9]=[CH:10][N:11]=[CH:12][C:13]=3[CH:14]=[CH:15][CH:16]=2)[CH2:2]1.[C:17](=[O:33])([O:21][CH2:22][CH2:23][O:24][C:25]1[CH:30]=[CH:29][CH:28]=[C:27]([CH:31]=O)[CH:26]=1)[O:18][CH2:19][CH3:20].C(O[BH-](OC(=O)C)OC(=O)C)(=O)C.[Na+], predict the reaction product. The product is: [C:17](=[O:33])([O:18][CH2:19][CH3:20])[O:21][CH2:22][CH2:23][O:24][C:25]1[CH:30]=[CH:29][CH:28]=[C:27]([CH2:31][N:1]2[CH2:5][CH2:4][C@@H:3]([NH:6][C:7]3[CH:16]=[CH:15][CH:14]=[C:13]4[C:8]=3[CH:9]=[CH:10][N:11]=[CH:12]4)[CH2:2]2)[CH:26]=1.